Dataset: Peptide-MHC class II binding affinity with 134,281 pairs from IEDB. Task: Regression. Given a peptide amino acid sequence and an MHC pseudo amino acid sequence, predict their binding affinity value. This is MHC class II binding data. (1) The peptide sequence is LRIAAKIYSEADEAW. The MHC is DRB1_0701 with pseudo-sequence DRB1_0701. The binding affinity (normalized) is 0.315. (2) The peptide sequence is MRNVFDDVVPADFKV. The MHC is DRB1_0404 with pseudo-sequence DRB1_0404. The binding affinity (normalized) is 0.201. (3) The peptide sequence is EKKYFAATQFEPLMA. The MHC is DRB1_0701 with pseudo-sequence DRB1_0701. The binding affinity (normalized) is 0.687. (4) The peptide sequence is EKKYFAATQFEPLAN. The MHC is DRB1_0701 with pseudo-sequence DRB1_0701. The binding affinity (normalized) is 0.762. (5) The peptide sequence is SKKDKFVAANAGGTV. The MHC is DRB3_0202 with pseudo-sequence DRB3_0202. The binding affinity (normalized) is 0.384. (6) The peptide sequence is RSLPPIVKDASIQVV. The MHC is HLA-DPA10201-DPB11401 with pseudo-sequence HLA-DPA10201-DPB11401. The binding affinity (normalized) is 0.0622.